Dataset: Full USPTO retrosynthesis dataset with 1.9M reactions from patents (1976-2016). Task: Predict the reactants needed to synthesize the given product. (1) Given the product [F:1][C:2]1[CH:3]=[C:4]([CH:7]=[C:8]([O:12][CH3:11])[CH:9]=1)[C:5]#[N:6], predict the reactants needed to synthesize it. The reactants are: [F:1][C:2]1[CH:3]=[C:4]([CH:7]=[C:8](F)[CH:9]=1)[C:5]#[N:6].[CH3:11][O-:12].[Na+]. (2) Given the product [CH3:18][O:19][C:20]1[CH:27]=[CH:26][C:23]([CH2:24][NH:25][C:15](=[O:16])[CH2:14][CH2:13][C:5]2[CH:6]=[CH:7][C:8]([O:9][CH2:10][C:11]#[CH:12])=[C:3]([O:2][CH3:1])[CH:4]=2)=[CH:22][CH:21]=1, predict the reactants needed to synthesize it. The reactants are: [CH3:1][O:2][C:3]1[CH:4]=[C:5]([CH2:13][CH2:14][C:15](Cl)=[O:16])[CH:6]=[CH:7][C:8]=1[O:9][CH2:10][C:11]#[CH:12].[CH3:18][O:19][C:20]1[CH:27]=[CH:26][C:23]([CH2:24][NH2:25])=[CH:22][CH:21]=1.C(N(CC)CC)C.O1CCCC1. (3) The reactants are: [F:1][C:2]1[CH:3]=[C:4]([CH:22]=[C:23]([C:25]([F:28])([F:27])[F:26])[CH:24]=1)[CH2:5][C@H:6]1[CH2:11][C@@H:10]([C:12]2[O:16][NH:15][C:14](=[O:17])[CH:13]=2)[CH2:9][CH2:8][N:7]1[C:18]([O:20][CH3:21])=[O:19].CCCCCCC.CCO. Given the product [F:1][C:2]1[CH:3]=[C:4]([CH:22]=[C:23]([C:25]([F:27])([F:26])[F:28])[CH:24]=1)[CH2:5][C@H:6]1[CH2:11][C@@H:10]([C:12]2[O:16][NH:15][C:14](=[O:17])[CH:13]=2)[CH2:9][CH2:8][N:7]1[C:18]([O:20][CH3:21])=[O:19].[F:1][C:2]1[CH:3]=[C:4]([CH:22]=[C:23]([C:25]([F:27])([F:26])[F:28])[CH:24]=1)[CH2:5][C@@H:6]1[CH2:11][C@H:10]([C:12]2[O:16][NH:15][C:14](=[O:17])[CH:13]=2)[CH2:9][CH2:8][N:7]1[C:18]([O:20][CH3:21])=[O:19], predict the reactants needed to synthesize it. (4) Given the product [Br:1][C:2]1[CH:11]=[CH:10][C:9]2[C:4](=[CH:5][CH:6]=[C:7]([O:12][C@H:39]3[CH2:40][CH2:41][C@H:36]([C:32]([CH3:35])([CH3:34])[CH3:33])[CH2:37][CH2:38]3)[CH:8]=2)[CH:3]=1, predict the reactants needed to synthesize it. The reactants are: [Br:1][C:2]1[CH:3]=[C:4]2[C:9](=[CH:10][CH:11]=1)[CH:8]=[C:7]([OH:12])[CH:6]=[CH:5]2.C1(P(C2C=CC=CC=2)C2C=CC=CC=2)C=CC=CC=1.[C:32]([C@@H:36]1[CH2:41][CH2:40][C@H:39](O)[CH2:38][CH2:37]1)([CH3:35])([CH3:34])[CH3:33].N(C(OC(C)C)=O)=NC(OC(C)C)=O. (5) Given the product [Cl:32][C:33]1[CH:38]=[C:37]([O:39][CH3:40])[CH:36]=[CH:35][C:34]=1[C:41]1[N:42]=[C:43]([CH2:60][CH3:61])[C:44]([NH:49][C@@H:50]2[C:58]3[C:53](=[CH:54][CH:55]=[CH:56][CH:57]=3)[CH2:52][C@@H:51]2[O:59][CH2:63][CH2:64][F:65])=[N:45][C:46]=1[CH2:47][CH3:48], predict the reactants needed to synthesize it. The reactants are: ClC1C=C(Cl)C=CC=1C1N=C(CC)C(N[C@@H]2C3C(=CC=CC=3)C[C@@H]2OCC)=NC=1CC.[Cl:32][C:33]1[CH:38]=[C:37]([O:39][CH3:40])[CH:36]=[CH:35][C:34]=1[C:41]1[N:42]=[C:43]([CH2:60][CH3:61])[C:44]([NH:49][C@@H:50]2[C:58]3[C:53](=[CH:54][CH:55]=[CH:56][CH:57]=3)[CH2:52][C@@H:51]2[OH:59])=[N:45][C:46]=1[CH2:47][CH3:48].Br[CH2:63][CH2:64][F:65].